Dataset: NCI-60 drug combinations with 297,098 pairs across 59 cell lines. Task: Regression. Given two drug SMILES strings and cell line genomic features, predict the synergy score measuring deviation from expected non-interaction effect. Drug 1: C1=C(C(=O)NC(=O)N1)F. Drug 2: C1CC(=O)NC(=O)C1N2C(=O)C3=CC=CC=C3C2=O. Cell line: LOX IMVI. Synergy scores: CSS=31.3, Synergy_ZIP=3.50, Synergy_Bliss=-3.84, Synergy_Loewe=-10.7, Synergy_HSA=-4.36.